This data is from Full USPTO retrosynthesis dataset with 1.9M reactions from patents (1976-2016). The task is: Predict the reactants needed to synthesize the given product. The reactants are: [C:1]([O:5][C:6]([N:8]1[CH2:15][CH2:14][CH2:13][C@H:9]1[C:10]([OH:12])=O)=[O:7])([CH3:4])([CH3:3])[CH3:2].Cl.[CH3:17][O:18][C:19](=[O:26])[CH2:20][CH2:21][C:22]([CH2:24][NH2:25])=[O:23].C1C=CC2N(O)N=NC=2C=1.C(Cl)CCl.C(N(CC)CC)C. Given the product [CH3:17][O:18][C:19](=[O:26])[CH2:20][CH2:21][C:22]([CH2:24][NH:25][C:10]([C@@H:9]1[CH2:13][CH2:14][CH2:15][N:8]1[C:6]([O:5][C:1]([CH3:2])([CH3:3])[CH3:4])=[O:7])=[O:12])=[O:23], predict the reactants needed to synthesize it.